This data is from Forward reaction prediction with 1.9M reactions from USPTO patents (1976-2016). The task is: Predict the product of the given reaction. (1) Given the reactants [F:1][C:2]([F:19])([F:18])[C:3]1[CH:8]=[CH:7][CH:6]=[CH:5][C:4]=1[C:9]1[CH:14]=[CH:13][C:12]([C:15]([OH:17])=O)=[CH:11][CH:10]=1.C1CCC(N=C=NC2CCCCC2)CC1.C(OC(=O)[NH:41][CH:42]1[C:50]2[C:45](=[CH:46][CH:47]=[C:48]([N:51]=[C:52]([NH:54][CH2:55][CH2:56][C:57]3[CH:62]=[CH:61][C:60]([F:63])=[CH:59][CH:58]=3)[CH3:53])[CH:49]=2)[CH2:44][CH2:43]1)(C)(C)C.C(O)(C(F)(F)F)=O, predict the reaction product. The product is: [F:63][C:60]1[CH:59]=[CH:58][C:57]([CH2:56][CH2:55][NH:54][C:52](=[N:51][C:48]2[CH:49]=[C:50]3[C:45]([CH2:44][CH2:43][C@H:42]3[NH:41][C:15]([C:12]3[CH:11]=[CH:10][C:9]([C:4]4[CH:5]=[CH:6][CH:7]=[CH:8][C:3]=4[C:2]([F:1])([F:19])[F:18])=[CH:14][CH:13]=3)=[O:17])=[CH:46][CH:47]=2)[CH3:53])=[CH:62][CH:61]=1. (2) Given the reactants O[Li].O.O.O.O.O.O.[O:9]=[C:10]1[N:16]([CH:17]2[CH2:22][CH2:21][N:20]([C:23]([O:25][C@@H:26]([C:36]([O:38]CC)=[O:37])[CH2:27][C:28]3[CH:33]=[CH:32][C:31]([Br:34])=[C:30]([Br:35])[CH:29]=3)=[O:24])[CH2:19][CH2:18]2)[CH2:15][CH2:14][C:13]2[CH:41]=[CH:42][CH:43]=[CH:44][C:12]=2[NH:11]1, predict the reaction product. The product is: [O:9]=[C:10]1[N:16]([CH:17]2[CH2:22][CH2:21][N:20]([C:23]([O:25][C@@H:26]([C:36]([OH:38])=[O:37])[CH2:27][C:28]3[CH:33]=[CH:32][C:31]([Br:34])=[C:30]([Br:35])[CH:29]=3)=[O:24])[CH2:19][CH2:18]2)[CH2:15][CH2:14][C:13]2[CH:41]=[CH:42][CH:43]=[CH:44][C:12]=2[NH:11]1.